This data is from Catalyst prediction with 721,799 reactions and 888 catalyst types from USPTO. The task is: Predict which catalyst facilitates the given reaction. (1) Reactant: [Cl:1][C:2]1[CH:3]=[C:4]([CH:8]=[CH:9][C:10]=1[C:11]1[CH:20]=[CH:19][C:18]2[C:13](=[CH:14][CH:15]=[C:16]([OH:21])[CH:17]=2)[N:12]=1)[C:5]([OH:7])=[O:6].ClC1C=CC=C(C(OO)=[O:30])C=1. Product: [C:5]([C:4]1[CH:8]=[CH:9][C:10]([C:11]2[CH:20]=[CH:19][C:18]3[C:13](=[CH:14][CH:15]=[C:16]([OH:21])[CH:17]=3)[N+:12]=2[O-:30])=[C:2]([Cl:1])[CH:3]=1)([OH:7])=[O:6]. The catalyst class is: 52. (2) Reactant: [C:1]([C:4]1[CH:5]=[C:6]([C:12]2[CH:17]=[CH:16][CH:15]=[C:14]([CH2:18][C:19]([O:21][CH3:22])=[O:20])[CH:13]=2)[CH:7]=[CH:8][C:9]=1[O:10][CH3:11])(=O)[CH3:2].Cl.[NH2:24][OH:25].C([O-])(=O)C.[Na+]. Product: [OH:25][N:24]=[C:1]([C:4]1[CH:5]=[C:6]([C:12]2[CH:17]=[CH:16][CH:15]=[C:14]([CH2:18][C:19]([O:21][CH3:22])=[O:20])[CH:13]=2)[CH:7]=[CH:8][C:9]=1[O:10][CH3:11])[CH3:2]. The catalyst class is: 162.